This data is from Merck oncology drug combination screen with 23,052 pairs across 39 cell lines. The task is: Regression. Given two drug SMILES strings and cell line genomic features, predict the synergy score measuring deviation from expected non-interaction effect. (1) Drug 1: CCC1(O)CC2CN(CCc3c([nH]c4ccccc34)C(C(=O)OC)(c3cc4c(cc3OC)N(C)C3C(O)(C(=O)OC)C(OC(C)=O)C5(CC)C=CCN6CCC43C65)C2)C1. Drug 2: CCN(CC)CCNC(=O)c1c(C)[nH]c(C=C2C(=O)Nc3ccc(F)cc32)c1C. Cell line: EFM192B. Synergy scores: synergy=7.59. (2) Drug 1: COc1cc(C2c3cc4c(cc3C(OC3OC5COC(C)OC5C(O)C3O)C3COC(=O)C23)OCO4)cc(OC)c1O. Drug 2: Cc1nc(Nc2ncc(C(=O)Nc3c(C)cccc3Cl)s2)cc(N2CCN(CCO)CC2)n1. Cell line: ZR751. Synergy scores: synergy=5.13. (3) Drug 1: CN1C(=O)C=CC2(C)C3CCC4(C)C(NC(=O)OCC(F)(F)F)CCC4C3CCC12. Drug 2: NC(=O)c1cccc2cn(-c3ccc(C4CCCNC4)cc3)nc12. Cell line: HCT116. Synergy scores: synergy=7.83.